The task is: Regression/Classification. Given a drug SMILES string, predict its absorption, distribution, metabolism, or excretion properties. Task type varies by dataset: regression for continuous measurements (e.g., permeability, clearance, half-life) or binary classification for categorical outcomes (e.g., BBB penetration, CYP inhibition). Dataset: cyp2c19_veith.. This data is from CYP2C19 inhibition data for predicting drug metabolism from PubChem BioAssay. (1) The drug is CCCN(/C=N/c1sc2c(c1C#N)CCCCC2)CCC. The result is 1 (inhibitor). (2) The molecule is CCOC(=O)c1cnc(-c2ccccc2)nc1Oc1ccc(Cl)c(Cl)c1. The result is 0 (non-inhibitor). (3) The molecule is c1ccc(/C(=N/Nc2nc3ccccc3s2)c2ccccn2)cc1. The result is 0 (non-inhibitor).